From a dataset of Reaction yield outcomes from USPTO patents with 853,638 reactions. Predict the reaction yield, written as a fraction of the theoretical maximum amount of product (1.0 means a 100% yield; for example, 0.34 means a 34% yield). (1) The product is [OH:23][C:22]1[CH:24]=[CH:25][CH:26]=[CH:27][C:21]=1[C:20]([NH:1][CH2:2][CH2:3][NH:4][C:5](=[O:14])[O:6][CH2:7][C:8]1[CH:9]=[CH:10][CH:11]=[CH:12][CH:13]=1)=[O:28]. The catalyst is C(OCC)(=O)C. The reactants are [NH2:1][CH2:2][CH2:3][NH:4][C:5](=[O:14])[O:6][CH2:7][C:8]1[CH:13]=[CH:12][CH:11]=[CH:10][CH:9]=1.N1C=CN=C1.[C:20](O)(=[O:28])[C:21]1[C:22](=[CH:24][CH:25]=[CH:26][CH:27]=1)[OH:23].C1CCC(N=C=NC2CCCCC2)CC1. The yield is 0.660. (2) The reactants are Cl[CH2:2][CH2:3][C:4]([C:6]1[S:10][C:9]2[CH2:11][CH2:12][CH2:13][CH2:14][C:8]=2[CH:7]=1)=[O:5].S(=O)(=O)(O)O. No catalyst specified. The product is [CH2:2]1[C:7]2[C:8]3[CH2:14][CH2:13][CH2:12][CH2:11][C:9]=3[S:10][C:6]=2[C:4](=[O:5])[CH2:3]1. The yield is 0.470. (3) The reactants are [CH2:1]([N:8]1[CH2:13][CH2:12][C:11](=O)[CH2:10][CH2:9]1)[C:2]1[CH:7]=[CH:6][CH:5]=[CH:4][CH:3]=1.[Cl:15][C:16]1[CH:21]=[CH:20][C:19]([NH2:22])=[CH:18][CH:17]=1.C[Si]([C:27]#[N:28])(C)C.[OH-].[NH4+]. The catalyst is C(O)(=O)C.O. The product is [CH2:1]([N:8]1[CH2:13][CH2:12][C:11]([NH:22][C:19]2[CH:20]=[CH:21][C:16]([Cl:15])=[CH:17][CH:18]=2)([C:27]#[N:28])[CH2:10][CH2:9]1)[C:2]1[CH:7]=[CH:6][CH:5]=[CH:4][CH:3]=1. The yield is 0.810.